Dataset: Catalyst prediction with 721,799 reactions and 888 catalyst types from USPTO. Task: Predict which catalyst facilitates the given reaction. (1) Reactant: [OH-:1].[K+].[Cl:3][C:4]1[N:5]=[C:6](Cl)[C:7]2[N:12]([CH3:13])[N:11]=[C:10]([CH2:14][CH2:15][CH3:16])[C:8]=2[N:9]=1.Cl. Product: [Cl:3][C:4]1[NH:5][C:6](=[O:1])[C:7]2[N:12]([CH3:13])[N:11]=[C:10]([CH2:14][CH2:15][CH3:16])[C:8]=2[N:9]=1. The catalyst class is: 38. (2) Reactant: [CH2:1]([O:3][C:4]1[CH:9]=[CH:8][CH:7]=[CH:6][C:5]=1[O:10][CH2:11][CH3:12])[CH3:2].[Br-:13].[NH4+].OOS([O-])=O.[K+]. Product: [Br:13][C:8]1[CH:7]=[CH:6][C:5]([O:10][CH2:11][CH3:12])=[C:4]([O:3][CH2:1][CH3:2])[CH:9]=1. The catalyst class is: 23.